Task: Regression/Classification. Given a drug SMILES string, predict its absorption, distribution, metabolism, or excretion properties. Task type varies by dataset: regression for continuous measurements (e.g., permeability, clearance, half-life) or binary classification for categorical outcomes (e.g., BBB penetration, CYP inhibition). Dataset: cyp1a2_veith.. Dataset: CYP1A2 inhibition data for predicting drug metabolism from PubChem BioAssay The drug is FC(F)(F)c1cnc(/C=C/Nc2ccccc2Cl)c(Cl)c1. The result is 1 (inhibitor).